Dataset: NCI-60 drug combinations with 297,098 pairs across 59 cell lines. Task: Regression. Given two drug SMILES strings and cell line genomic features, predict the synergy score measuring deviation from expected non-interaction effect. (1) Drug 1: C1CN1C2=NC(=NC(=N2)N3CC3)N4CC4. Drug 2: C1CN(CCN1C(=O)CCBr)C(=O)CCBr. Cell line: PC-3. Synergy scores: CSS=18.2, Synergy_ZIP=-4.04, Synergy_Bliss=-2.00, Synergy_Loewe=-1.35, Synergy_HSA=1.35. (2) Drug 1: C1=C(C(=O)NC(=O)N1)F. Drug 2: C1C(C(OC1N2C=C(C(=O)NC2=O)F)CO)O. Cell line: K-562. Synergy scores: CSS=31.1, Synergy_ZIP=-13.7, Synergy_Bliss=-18.4, Synergy_Loewe=-12.2, Synergy_HSA=-10.0.